From a dataset of Reaction yield outcomes from USPTO patents with 853,638 reactions. Predict the reaction yield, written as a fraction of the theoretical maximum amount of product (1.0 means a 100% yield; for example, 0.34 means a 34% yield). (1) The reactants are [NH2:1][CH:2]1[CH2:11][C:10]2[CH:9]=[C:8]([OH:12])[CH:7]=[CH:6][C:5]=2[CH2:4][CH2:3]1.Br.[C:14]([O:18][C:19](O[C:19]([O:18][C:14]([CH3:17])([CH3:16])[CH3:15])=[O:20])=[O:20])([CH3:17])([CH3:16])[CH3:15].O. The catalyst is CN(C=O)C. The product is [OH:12][C:8]1[CH:9]=[C:10]2[C:5]([CH2:4][CH2:3][CH:2]([NH:1][C:19](=[O:20])[O:18][C:14]([CH3:17])([CH3:16])[CH3:15])[CH2:11]2)=[CH:6][CH:7]=1. The yield is 0.850. (2) The reactants are [NH2:1][C:2]1[CH:17]=[CH:16][C:5]([O:6][C:7]2[CH:12]=[CH:11][N:10]=[C:9]([C:13]([NH2:15])=[O:14])[CH:8]=2)=[C:4]([F:18])[CH:3]=1.[CH2:19]([NH:26][C:27](=[O:31])[C:28](O)=[O:29])[C:20]1[CH:25]=[CH:24][CH:23]=[CH:22][CH:21]=1. No catalyst specified. The yield is 0.900. The product is [CH2:19]([NH:26][C:27](=[O:31])[C:28]([NH:1][C:2]1[CH:17]=[CH:16][C:5]([O:6][C:7]2[CH:12]=[CH:11][N:10]=[C:9]([C:13]([NH2:15])=[O:14])[CH:8]=2)=[C:4]([F:18])[CH:3]=1)=[O:29])[C:20]1[CH:25]=[CH:24][CH:23]=[CH:22][CH:21]=1. (3) The reactants are C(OC([N:8]1[CH2:12][CH2:11][CH2:10][CH:9]1[C:13]1[NH:14][C:15]([C:18]2[CH:23]=[CH:22][C:21]([C:24]3[CH:33]=[CH:32][C:31]4[C:26](=[CH:27][CH:28]=[C:29]([C:34]5[NH:35][C:36]([CH:39]6[CH2:43][CH2:42][CH2:41][N:40]6[C:44](=[O:54])[CH:45]([NH:49][C:50]([O:52][CH3:53])=[O:51])[CH:46]([CH3:48])[CH3:47])=[N:37][CH:38]=5)[CH:30]=4)[CH:25]=3)=[CH:20][CH:19]=2)=[CH:16][N:17]=1)=O)(C)(C)C.[ClH:55]. The catalyst is CO.CCOCC. The product is [ClH:55].[ClH:55].[ClH:55].[CH3:53][O:52][C:50](=[O:51])[NH:49][CH:45]([C:44]([N:40]1[CH2:41][CH2:42][CH2:43][CH:39]1[C:36]1[NH:35][C:34]([C:29]2[CH:28]=[CH:27][C:26]3[C:31](=[CH:32][CH:33]=[C:24]([C:21]4[CH:22]=[CH:23][C:18]([C:15]5[NH:14][C:13]([CH:9]6[CH2:10][CH2:11][CH2:12][NH:8]6)=[N:17][CH:16]=5)=[CH:19][CH:20]=4)[CH:25]=3)[CH:30]=2)=[CH:38][N:37]=1)=[O:54])[CH:46]([CH3:48])[CH3:47]. The yield is 0.870.